From a dataset of Catalyst prediction with 721,799 reactions and 888 catalyst types from USPTO. Predict which catalyst facilitates the given reaction. (1) The catalyst class is: 5. Reactant: [NH2:1][C:2]1[CH:7]=[CH:6][C:5]([C:8]2[C:9]([NH2:22])=[N:10][C:11]([NH2:21])=[N:12][C:13]=2[CH2:14][O:15][CH2:16][CH2:17][CH:18]([CH3:20])[CH3:19])=[CH:4][CH:3]=1.[Cl:23][C:24]1[CH:31]=[CH:30][C:27]([CH:28]=O)=[CH:26][CH:25]=1.C(O)(=O)C.[BH3-]C#N.[Na+].C([O-])(O)=O.[Na+]. Product: [Cl:23][C:24]1[CH:31]=[CH:30][C:27]([CH2:28][NH:1][C:2]2[CH:3]=[CH:4][C:5]([C:8]3[C:9]([NH2:22])=[N:10][C:11]([NH2:21])=[N:12][C:13]=3[CH2:14][O:15][CH2:16][CH2:17][CH:18]([CH3:19])[CH3:20])=[CH:6][CH:7]=2)=[CH:26][CH:25]=1. (2) Reactant: [C:1]1([NH2:8])[CH:6]=[CH:5][CH:4]=[CH:3][C:2]=1[NH2:7].[CH3:9][C:10]([O:13][C:14](O[C:14]([O:13][C:10]([CH3:12])([CH3:11])[CH3:9])=[O:15])=[O:15])([CH3:12])[CH3:11]. Product: [C:10]([O:13][C:14](=[O:15])[NH:7][C:2]1[CH:3]=[CH:4][CH:5]=[CH:6][C:1]=1[NH2:8])([CH3:12])([CH3:11])[CH3:9]. The catalyst class is: 1. (3) Reactant: [Br:1][C:2]1[C:3]([N:10]([CH:12]2[CH2:16][CH2:15][CH:14]([CH3:17])[CH2:13]2)[NH2:11])=[N:4][C:5]([C:8]#[N:9])=[N:6][CH:7]=1.[Cl:18][CH2:19][C:20]1[CH:28]=[CH:27][C:23]([C:24](Cl)=[O:25])=[CH:22][CH:21]=1.CCN(C(C)C)C(C)C. The catalyst class is: 76. Product: [Br:1][C:2]1[C:3]([N:10]([CH:12]2[CH2:16][CH2:15][CH:14]([CH3:17])[CH2:13]2)[NH:11][C:24](=[O:25])[C:23]2[CH:27]=[CH:28][C:20]([CH2:19][Cl:18])=[CH:21][CH:22]=2)=[N:4][C:5]([C:8]#[N:9])=[N:6][CH:7]=1. (4) Reactant: [O:1]=[C:2]1[CH2:6][CH:5]([CH3:7])[C:4]([CH3:9])([CH3:8])[CH:3]1[CH2:10][C:11]([OH:13])=[O:12].C(=O)(O)[O-].[Na+:18]. Product: [O:1]=[C:2]1[CH2:6][CH:5]([CH3:7])[C:4]([CH3:8])([CH3:9])[CH:3]1[CH2:10][C:11]([O-:13])=[O:12].[Na+:18]. The catalyst class is: 6. (5) Reactant: [NH2:1][C:2]1[C:6]2[C:7]([Cl:19])=[CH:8][C:9]([NH:11]C(=O)OC(C)(C)C)=[CH:10][C:5]=2[O:4][N:3]=1. Product: [ClH:19].[Cl:19][C:7]1[C:6]2[C:2]([NH2:1])=[N:3][O:4][C:5]=2[CH:10]=[C:9]([NH2:11])[CH:8]=1. The catalyst class is: 89. (6) The catalyst class is: 58. Reactant: Br[C:2]1[CH:7]=[CH:6][CH:5]=[C:4]([Br:8])[N:3]=1.[C:9]([NH2:13])([CH3:12])([CH3:11])[CH3:10]. Product: [Br:8][C:4]1[N:3]=[C:2]([NH:13][C:9]([CH3:12])([CH3:11])[CH3:10])[CH:7]=[CH:6][CH:5]=1. (7) Product: [CH2:1]([C:3]1[N:19]([C@@H:20]2[C:28]3[C:23](=[CH:24][C:25]([C:29]4[CH:34]=[CH:33][CH:32]=[CH:31][C:30]=4[C:35]4[N:39]([C:40]([C:47]5[CH:52]=[CH:51][CH:50]=[CH:49][CH:48]=5)([C:53]5[CH:58]=[CH:57][CH:56]=[CH:55][CH:54]=5)[C:41]5[CH:42]=[CH:43][CH:44]=[CH:45][CH:46]=5)[N:38]=[N:37][N:36]=4)=[CH:26][CH:27]=3)[CH2:22][CH2:21]2)[C:6]2=[N:7][C:8]([CH2:12][CH:13]3[CH2:17][CH2:16][CH2:15][C:14]3=[O:18])=[CH:9][C:10]([CH3:11])=[C:5]2[N:4]=1)[CH3:2]. Reactant: [CH2:1]([C:3]1[N:19]([C@@H:20]2[C:28]3[C:23](=[CH:24][C:25]([C:29]4[CH:34]=[CH:33][CH:32]=[CH:31][C:30]=4[C:35]4[N:39]([C:40]([C:53]5[CH:58]=[CH:57][CH:56]=[CH:55][CH:54]=5)([C:47]5[CH:52]=[CH:51][CH:50]=[CH:49][CH:48]=5)[C:41]5[CH:46]=[CH:45][CH:44]=[CH:43][CH:42]=5)[N:38]=[N:37][N:36]=4)=[CH:26][CH:27]=3)[CH2:22][CH2:21]2)[C:6]2=[N:7][C:8](/[CH:12]=[C:13]3/[C:14](=[O:18])[CH2:15][CH2:16][CH2:17]/3)=[CH:9][C:10]([CH3:11])=[C:5]2[N:4]=1)[CH3:2]. The catalyst class is: 99.